The task is: Predict the reaction yield, written as a fraction of the theoretical maximum amount of product (1.0 means a 100% yield; for example, 0.34 means a 34% yield).. This data is from Reaction yield outcomes from USPTO patents with 853,638 reactions. The reactants are [CH:1]([C:4]1[C:8]2[CH:9]=[CH:10][CH:11]=[CH:12][C:7]=2[O:6][C:5]=1[CH:13]=O)([CH3:3])[CH3:2].[CH3:15][NH2:16].C(O)C.[BH4-].[Na+]. The catalyst is CO. The product is [CH:1]([C:4]1[C:8]2[CH:9]=[CH:10][CH:11]=[CH:12][C:7]=2[O:6][C:5]=1[CH2:13][NH:16][CH3:15])([CH3:3])[CH3:2]. The yield is 0.850.